Dataset: Aqueous solubility values for 9,982 compounds from the AqSolDB database. Task: Regression/Classification. Given a drug SMILES string, predict its absorption, distribution, metabolism, or excretion properties. Task type varies by dataset: regression for continuous measurements (e.g., permeability, clearance, half-life) or binary classification for categorical outcomes (e.g., BBB penetration, CYP inhibition). For this dataset (solubility_aqsoldb), we predict Y. The molecule is O=C([O-])CSSCC(=O)[O-].[NH4+].[NH4+]. The Y is 0.460 log mol/L.